Dataset: NCI-60 drug combinations with 297,098 pairs across 59 cell lines. Task: Regression. Given two drug SMILES strings and cell line genomic features, predict the synergy score measuring deviation from expected non-interaction effect. (1) Drug 1: CS(=O)(=O)CCNCC1=CC=C(O1)C2=CC3=C(C=C2)N=CN=C3NC4=CC(=C(C=C4)OCC5=CC(=CC=C5)F)Cl. Drug 2: C1CC(=O)NC(=O)C1N2C(=O)C3=CC=CC=C3C2=O. Cell line: SNB-19. Synergy scores: CSS=-0.921, Synergy_ZIP=0.799, Synergy_Bliss=0.948, Synergy_Loewe=-2.42, Synergy_HSA=-0.999. (2) Drug 1: CCC(=C(C1=CC=CC=C1)C2=CC=C(C=C2)OCCN(C)C)C3=CC=CC=C3.C(C(=O)O)C(CC(=O)O)(C(=O)O)O. Drug 2: C1=NNC2=C1C(=O)NC=N2. Cell line: BT-549. Synergy scores: CSS=3.96, Synergy_ZIP=-3.19, Synergy_Bliss=-3.81, Synergy_Loewe=-3.62, Synergy_HSA=-3.58. (3) Drug 1: CC1=C(C=C(C=C1)NC(=O)C2=CC=C(C=C2)CN3CCN(CC3)C)NC4=NC=CC(=N4)C5=CN=CC=C5. Drug 2: CC=C1C(=O)NC(C(=O)OC2CC(=O)NC(C(=O)NC(CSSCCC=C2)C(=O)N1)C(C)C)C(C)C. Cell line: A549. Synergy scores: CSS=31.5, Synergy_ZIP=4.61, Synergy_Bliss=1.90, Synergy_Loewe=-63.8, Synergy_HSA=-4.14. (4) Drug 2: CCC1(CC2CC(C3=C(CCN(C2)C1)C4=CC=CC=C4N3)(C5=C(C=C6C(=C5)C78CCN9C7C(C=CC9)(C(C(C8N6C=O)(C(=O)OC)O)OC(=O)C)CC)OC)C(=O)OC)O.OS(=O)(=O)O. Cell line: SR. Synergy scores: CSS=84.8, Synergy_ZIP=14.0, Synergy_Bliss=12.3, Synergy_Loewe=0.230, Synergy_HSA=16.0. Drug 1: CS(=O)(=O)C1=CC(=C(C=C1)C(=O)NC2=CC(=C(C=C2)Cl)C3=CC=CC=N3)Cl. (5) Drug 1: CCC1=CC2CC(C3=C(CN(C2)C1)C4=CC=CC=C4N3)(C5=C(C=C6C(=C5)C78CCN9C7C(C=CC9)(C(C(C8N6C)(C(=O)OC)O)OC(=O)C)CC)OC)C(=O)OC.C(C(C(=O)O)O)(C(=O)O)O. Drug 2: C1=NNC2=C1C(=O)NC=N2. Cell line: SF-268. Synergy scores: CSS=15.9, Synergy_ZIP=-0.0760, Synergy_Bliss=-0.231, Synergy_Loewe=-44.6, Synergy_HSA=-2.86. (6) Drug 1: C1=CC(=CC=C1C#N)C(C2=CC=C(C=C2)C#N)N3C=NC=N3. Drug 2: CN(CC1=CN=C2C(=N1)C(=NC(=N2)N)N)C3=CC=C(C=C3)C(=O)NC(CCC(=O)O)C(=O)O. Cell line: LOX IMVI. Synergy scores: CSS=81.4, Synergy_ZIP=10.4, Synergy_Bliss=4.73, Synergy_Loewe=-20.8, Synergy_HSA=3.66. (7) Drug 1: CC1=C(C=C(C=C1)C(=O)NC2=CC(=CC(=C2)C(F)(F)F)N3C=C(N=C3)C)NC4=NC=CC(=N4)C5=CN=CC=C5. Drug 2: CC1CCC2CC(C(=CC=CC=CC(CC(C(=O)C(C(C(=CC(C(=O)CC(OC(=O)C3CCCCN3C(=O)C(=O)C1(O2)O)C(C)CC4CCC(C(C4)OC)OCCO)C)C)O)OC)C)C)C)OC. Cell line: HCT116. Synergy scores: CSS=0.723, Synergy_ZIP=3.02, Synergy_Bliss=-0.584, Synergy_Loewe=-6.67, Synergy_HSA=-9.46. (8) Drug 1: CC1=C(C=C(C=C1)NC2=NC=CC(=N2)N(C)C3=CC4=NN(C(=C4C=C3)C)C)S(=O)(=O)N.Cl. Drug 2: CCN(CC)CCNC(=O)C1=C(NC(=C1C)C=C2C3=C(C=CC(=C3)F)NC2=O)C. Cell line: HOP-62. Synergy scores: CSS=1.78, Synergy_ZIP=-0.719, Synergy_Bliss=-1.81, Synergy_Loewe=-3.30, Synergy_HSA=-3.33. (9) Drug 1: CN1CCC(CC1)COC2=C(C=C3C(=C2)N=CN=C3NC4=C(C=C(C=C4)Br)F)OC. Drug 2: CC1C(C(CC(O1)OC2CC(CC3=C2C(=C4C(=C3O)C(=O)C5=C(C4=O)C(=CC=C5)OC)O)(C(=O)CO)O)N)O.Cl. Cell line: UACC62. Synergy scores: CSS=54.8, Synergy_ZIP=-1.95, Synergy_Bliss=0.260, Synergy_Loewe=-11.0, Synergy_HSA=1.79. (10) Drug 1: CN1C2=C(C=C(C=C2)N(CCCl)CCCl)N=C1CCCC(=O)O.Cl. Drug 2: CN(C(=O)NC(C=O)C(C(C(CO)O)O)O)N=O. Cell line: SW-620. Synergy scores: CSS=6.20, Synergy_ZIP=0.153, Synergy_Bliss=1.68, Synergy_Loewe=0.231, Synergy_HSA=0.191.